This data is from TCR-epitope binding with 47,182 pairs between 192 epitopes and 23,139 TCRs. The task is: Binary Classification. Given a T-cell receptor sequence (or CDR3 region) and an epitope sequence, predict whether binding occurs between them. The epitope is RTLNAWVKV. The TCR CDR3 sequence is CASSTDRAAQPQHF. Result: 1 (the TCR binds to the epitope).